Dataset: Microsomal clearance measurements from AstraZeneca. Task: Regression/Classification. Given a drug SMILES string, predict its absorption, distribution, metabolism, or excretion properties. Task type varies by dataset: regression for continuous measurements (e.g., permeability, clearance, half-life) or binary classification for categorical outcomes (e.g., BBB penetration, CYP inhibition). For this dataset (clearance_microsome_az), we predict log10(clearance) (log10 of the in vitro intrinsic clearance, CLint, in uL/min per mg of human liver microsomal protein, equivalently mL/min/g; values are censored to the assay range of 3 to 150, which is 0.477 to 2.18 on this log10 scale). (1) The compound is CNCCCN1c2ccccc2CCc2ccccc21. The log10(clearance) is 1.02. (2) The compound is CCS(=O)(=O)c1ccc(-c2cc(C(F)(F)F)ccc2O[C@@H](C)C(=O)O)c(C)c1. The log10(clearance) is 0.480. (3) The molecule is Cc1ccc(S(=O)(=O)Nc2c(C(=O)N(C)C3CCCCC3)c(C)nn2-c2ccccc2)cc1. The log10(clearance) is 1.72. (4) The drug is O=C(CSc1ccccc1)N1CCN(C(=O)c2ccco2)CC1. The log10(clearance) is 1.09. (5) The molecule is CCn1nc(C(=O)O)c(=O)c2cc3c(cc21)OCO3. The log10(clearance) is 0.480. (6) The log10(clearance) is 0.480. The drug is O=C(Nc1nc2c(=O)[nH]cnc2s1)c1ccccc1. (7) The compound is C[C@@H](C(=O)NS(C)(=O)=O)c1ccc(OS(=O)(=O)C(F)(F)F)cc1. The log10(clearance) is 0.480.